From a dataset of Full USPTO retrosynthesis dataset with 1.9M reactions from patents (1976-2016). Predict the reactants needed to synthesize the given product. (1) Given the product [NH2:1][C:2]1[N:7]=[C:6]([C:8]([F:11])([F:10])[F:9])[C:5]([C:12]2[CH:17]=[C:16]([N:18]3[C@@H:22]([CH3:23])[C@@H:21]([CH2:24][CH2:25][OH:26])[O:20][C:19]3=[O:44])[N:15]=[C:14]([N:45]3[CH2:46][CH2:47][O:48][CH2:49][CH2:50]3)[N:13]=2)=[CH:4][N:3]=1, predict the reactants needed to synthesize it. The reactants are: [NH2:1][C:2]1[N:7]=[C:6]([C:8]([F:11])([F:10])[F:9])[C:5]([C:12]2[CH:17]=[C:16]([N:18]3[C@@H:22]([CH3:23])[C@@H:21]([CH2:24][CH2:25][O:26][Si](C(C)(C)C)(C4C=CC=CC=4)C4C=CC=CC=4)[O:20][C:19]3=[O:44])[N:15]=[C:14]([N:45]3[CH2:50][CH2:49][O:48][CH2:47][CH2:46]3)[N:13]=2)=[CH:4][N:3]=1.CCCC[N+](CCCC)(CCCC)CCCC.[F-]. (2) Given the product [CH:13]1([NH:16][C:1]([NH:37][C:32]2[CH:33]=[C:34]3[C:29](=[CH:30][CH:31]=2)[N:28]=[C:27]([NH:26][C@H:17]2[C:25]4[C:20](=[CH:21][CH:22]=[CH:23][CH:24]=4)[CH2:19][CH2:18]2)[CH:36]=[CH:35]3)=[O:12])[CH2:15][CH2:14]1, predict the reactants needed to synthesize it. The reactants are: [C:1](=[O:12])(OC(Cl)(Cl)Cl)OC(Cl)(Cl)Cl.[CH:13]1([NH2:16])[CH2:15][CH2:14]1.[C@H:17]1([NH:26][C:27]2[CH:36]=[CH:35][C:34]3[C:29](=[CH:30][CH:31]=[C:32]([NH2:37])[CH:33]=3)[N:28]=2)[C:25]2[C:20](=[CH:21][CH:22]=[CH:23][CH:24]=2)[CH2:19][CH2:18]1. (3) Given the product [CH3:23][C:20]1[C:21]2[NH:22][C:24](=[S:25])[NH:3][C:4]=2[CH:5]=[C:6]([O:7][CH2:8][C:9]2[CH:18]=[CH:17][CH:16]=[CH:15][C:10]=2[C:11]([O:13][CH3:14])=[O:12])[CH:19]=1, predict the reactants needed to synthesize it. The reactants are: Cl.Cl.[NH2:3][C:4]1[CH:5]=[C:6]([CH:19]=[C:20]([CH3:23])[C:21]=1[NH2:22])[O:7][CH2:8][C:9]1[CH:18]=[CH:17][CH:16]=[CH:15][C:10]=1[C:11]([O:13][CH3:14])=[O:12].[C:24](N1C=CN=C1)(N1C=CN=C1)=[S:25]. (4) Given the product [Cl:1][C:2]1[CH:7]=[CH:6][CH:5]=[CH:4][C:3]=1[C:8]1[C:9]2[CH:19]=[CH:18][C:17](=[O:20])[N:16]([CH:21]([CH2:24][CH3:25])[CH2:22][CH3:23])[C:10]=2[N:11]=[C:12]([NH:33][CH:30]2[CH2:31][CH2:32][N:27]([CH3:26])[CH2:28][CH2:29]2)[N:13]=1, predict the reactants needed to synthesize it. The reactants are: [Cl:1][C:2]1[CH:7]=[CH:6][CH:5]=[CH:4][C:3]=1[C:8]1[C:9]2[CH:19]=[CH:18][C:17](=[O:20])[N:16]([CH:21]([CH2:24][CH3:25])[CH2:22][CH3:23])[C:10]=2[N:11]=[C:12](SC)[N:13]=1.[CH3:26][N:27]1[CH2:32][CH2:31][CH:30]([NH2:33])[CH2:29][CH2:28]1. (5) The reactants are: [Cl:1][C:2]1[C:7]([O:8][C:9]2[N:14]=[CH:13][CH:12]=[CH:11][N:10]=2)=[CH:6][C:5]([N:15]2[C:20](=[O:21])[CH:19]=[C:18]([C:22]([F:25])([F:24])[F:23])[NH:17][C:16]2=O)=[C:4]([F:27])[CH:3]=1.P(Cl)(Cl)([Cl:30])=O.C(N(CC)CC)C.C1(C)C=CC=CC=1. Given the product [Cl:30][C:16]1[N:15]([C:5]2[CH:6]=[C:7]([O:8][C:9]3[N:14]=[CH:13][CH:12]=[CH:11][N:10]=3)[C:2]([Cl:1])=[CH:3][C:4]=2[F:27])[C:20](=[O:21])[CH:19]=[C:18]([C:22]([F:25])([F:24])[F:23])[N:17]=1, predict the reactants needed to synthesize it. (6) The reactants are: Br[C:2]1[CH:11]=[CH:10][CH:9]=[C:8]2[C:3]=1[CH:4]=[C:5]([C:12]([O:14][CH2:15][CH3:16])=[O:13])[CH:6]=[N:7]2.[F:17][C:18]1[CH:23]=[C:22]([F:24])[CH:21]=[C:20]([F:25])[C:19]=1OB(O)O.[F-].[Cs+].CN(C=O)C. Given the product [F:17][C:18]1[CH:23]=[C:22]([F:24])[CH:21]=[C:20]([F:25])[C:19]=1[C:2]1[CH:11]=[CH:10][CH:9]=[C:8]2[C:3]=1[CH:4]=[C:5]([C:12]([O:14][CH2:15][CH3:16])=[O:13])[CH:6]=[N:7]2, predict the reactants needed to synthesize it. (7) Given the product [F:1][C:2]1[CH:3]=[CH:4][C:5]2[N:9]=[C:8]([CH:10]3[CH2:15][CH2:14][N:13]([CH2:16][C:17]4[CH:22]=[CH:21][C:20]([C:23]5[N:24]=[CH:25][C:26]([C:27](=[NH:38])[NH2:28])=[CH:29][C:30]=5[C:31]5[CH:32]=[CH:33][CH:34]=[CH:35][CH:36]=5)=[CH:19][CH:18]=4)[CH2:12][CH2:11]3)[NH:7][C:6]=2[CH:37]=1, predict the reactants needed to synthesize it. The reactants are: [F:1][C:2]1[CH:3]=[CH:4][C:5]2[N:9]=[C:8]([CH:10]3[CH2:15][CH2:14][N:13]([CH2:16][C:17]4[CH:22]=[CH:21][C:20]([C:23]5[C:30]([C:31]6[CH:36]=[CH:35][CH:34]=[CH:33][CH:32]=6)=[CH:29][C:26]([C:27]#[N:28])=[CH:25][N:24]=5)=[CH:19][CH:18]=4)[CH2:12][CH2:11]3)[NH:7][C:6]=2[CH:37]=1.[NH:38]1CCC(N2C3C=CC=CC=3NC2=O)CC1.[Li+].C[Si]([N-][Si](C)(C)C)(C)C.Cl.[OH-].[Na+]. (8) Given the product [F:33][C:2]1([F:1])[O:6][C:5]2[CH:7]=[C:8]([OH:32])[C:9]([CH:11]3[C:19]4[C:14](=[CH:15][CH:16]=[CH:17][CH:18]=4)[N:13]([CH2:20][C:21]4[O:22][C:23]([C:26]([F:28])([F:29])[F:27])=[CH:24][CH:25]=4)[C:12]3=[O:30])=[CH:10][C:4]=2[O:3]1, predict the reactants needed to synthesize it. The reactants are: [F:1][C:2]1([F:33])[O:6][C:5]2[CH:7]=[C:8]([OH:32])[C:9]([C:11]3(O)[C:19]4[C:14](=[CH:15][CH:16]=[CH:17][CH:18]=4)[N:13]([CH2:20][C:21]4[O:22][C:23]([C:26]([F:29])([F:28])[F:27])=[CH:24][CH:25]=4)[C:12]3=[O:30])=[CH:10][C:4]=2[O:3]1.C([SiH](CC)CC)C.FC(F)(F)C(O)=O. (9) Given the product [OH:12][CH2:11][C:10]([NH:9][CH2:8][C@@H:7]([OH:14])[CH2:6][O:5][C:4]1[C:3]([CH3:1])=[CH:18][C:17]([C:19](=[NH:22])[NH:20][OH:21])=[CH:16][C:15]=1[CH3:23])=[O:13], predict the reactants needed to synthesize it. The reactants are: [CH2:1]([C:3]1[CH:18]=[C:17]([C:19](=[NH:22])[NH:20][OH:21])[CH:16]=[C:15]([CH3:23])[C:4]=1[O:5][CH2:6][C@@H:7]([OH:14])[CH2:8][NH:9][C:10](=[O:13])[CH2:11][OH:12])C.C1O[C@H]1CO. (10) Given the product [CH:1]1([CH2:6][CH2:7][C:8]([NH:11][C@@H:12]2[C@H:16]3[O:17][CH2:18][C@H:19]([NH:20][C:21]([CH:23]4[CH2:24][CH2:25]4)=[O:22])[C@H:15]3[O:14][CH2:13]2)=[O:10])[CH2:2][CH2:3][CH2:4][CH2:5]1, predict the reactants needed to synthesize it. The reactants are: [CH:1]1([CH2:6][CH2:7][C:8]([OH:10])=O)[CH2:5][CH2:4][CH2:3][CH2:2]1.[NH2:11][C@@H:12]1[C@H:16]2[O:17][CH2:18][C@H:19]([NH:20][C:21]([CH:23]3[CH2:25][CH2:24]3)=[O:22])[C@H:15]2[O:14][CH2:13]1.